Dataset: Reaction yield outcomes from USPTO patents with 853,638 reactions. Task: Predict the reaction yield, written as a fraction of the theoretical maximum amount of product (1.0 means a 100% yield; for example, 0.34 means a 34% yield). (1) The yield is 0.700. The product is [Br:1][C:2]1[C:7]([C:8]([O:10][CH3:11])=[O:9])=[C:6]2[C:5]([NH:15][C:16]([CH3:17])([CH3:18])[C:27](=[O:29])[NH:12]2)=[CH:4][CH:3]=1. The catalyst is C(O)C. The reactants are [Br:1][C:2]1[C:7]([C:8]([O:10][CH3:11])=[O:9])=[C:6]([N+:12]([O-])=O)[C:5]([NH:15][CH:16]([CH2:18]C(OCC)=O)[CH3:17])=[CH:4][CH:3]=1.[Sn](Cl)Cl.[C:27](OCC)(=[O:29])C.C(=O)([O-])O.[Na+]. (2) The product is [ClH:30].[F:1][C:2]1[CH:7]=[CH:6][C:5]([C:8]2[C:9]([N:14]3[CH2:19][CH2:18][N:17]([CH2:20][C:22]4[CH:23]=[N:24][N:25]([CH:27]([CH3:29])[CH3:28])[CH:26]=4)[CH2:16][CH2:15]3)=[N:10][CH:11]=[CH:12][N:13]=2)=[CH:4][CH:3]=1. The reactants are [F:1][C:2]1[CH:7]=[CH:6][C:5]([C:8]2[C:9]([N:14]3[CH2:19][CH2:18][N:17]([C:20]([C:22]4[CH:23]=[N:24][N:25]([CH:27]([CH3:29])[CH3:28])[CH:26]=4)=O)[CH2:16][CH2:15]3)=[N:10][CH:11]=[CH:12][N:13]=2)=[CH:4][CH:3]=1.[Cl-:30].[NH4+]. The yield is 0.990. The catalyst is CO. (3) The reactants are Cl[C:2]1[N:11]=[C:10]([N:12]([C:14]2[CH:19]=[CH:18][C:17]([O:20][CH3:21])=[CH:16][CH:15]=2)[CH3:13])[C:9]2[C:4](=[CH:5][CH:6]=[CH:7][CH:8]=2)[N:3]=1.[CH3:22][NH:23][CH3:24].CO. No catalyst specified. The product is [CH3:22][N:23]([CH3:24])[C:2]1[N:11]=[C:10]([N:12]([C:14]2[CH:19]=[CH:18][C:17]([O:20][CH3:21])=[CH:16][CH:15]=2)[CH3:13])[C:9]2[C:4](=[CH:5][CH:6]=[CH:7][CH:8]=2)[N:3]=1. The yield is 0.830. (4) The yield is 0.898. The product is [Cl:11][C:12]1[C:13]([N:18]2[CH:2]([C:3]([O:5][CH3:6])=[O:4])[CH2:7][C:8](=[O:9])[NH:19]2)=[N:14][CH:15]=[CH:16][CH:17]=1. The reactants are Br[CH:2]([CH2:7][C:8](Cl)=[O:9])[C:3]([O:5][CH3:6])=[O:4].[Cl:11][C:12]1[C:13](=[N:18][NH2:19])[NH:14][CH:15]=[CH:16][CH:17]=1.C(=O)(O)[O-].[Na+]. The catalyst is C(#N)C. (5) The reactants are [Cl:1][C:2]1[CH:3]=[C:4]([NH:23][S:24]([C:27]([F:30])([F:29])[F:28])(=[O:26])=[O:25])[CH:5]=[CH:6][C:7]=1[C:8]1[N:9]=[C:10]([C:13]2[CH:18]=[CH:17][N:16]=[C:15]([CH2:19][CH:20]([CH3:22])[CH3:21])[CH:14]=2)[S:11][CH:12]=1.Cl. The catalyst is CC(C)=O. The product is [ClH:1].[Cl:1][C:2]1[CH:3]=[C:4]([NH:23][S:24]([C:27]([F:30])([F:28])[F:29])(=[O:26])=[O:25])[CH:5]=[CH:6][C:7]=1[C:8]1[N:9]=[C:10]([C:13]2[CH:18]=[CH:17][N:16]=[C:15]([CH2:19][CH:20]([CH3:22])[CH3:21])[CH:14]=2)[S:11][CH:12]=1. The yield is 0.880.